From a dataset of NCI-60 drug combinations with 297,098 pairs across 59 cell lines. Regression. Given two drug SMILES strings and cell line genomic features, predict the synergy score measuring deviation from expected non-interaction effect. (1) Drug 1: CC(C1=C(C=CC(=C1Cl)F)Cl)OC2=C(N=CC(=C2)C3=CN(N=C3)C4CCNCC4)N. Drug 2: C1=CC(=CC=C1CCCC(=O)O)N(CCCl)CCCl. Cell line: NCIH23. Synergy scores: CSS=40.5, Synergy_ZIP=-3.52, Synergy_Bliss=-3.24, Synergy_Loewe=-1.95, Synergy_HSA=-0.841. (2) Synergy scores: CSS=-3.91, Synergy_ZIP=0.809, Synergy_Bliss=-5.03, Synergy_Loewe=-8.15, Synergy_HSA=-9.45. Drug 1: C#CCC(CC1=CN=C2C(=N1)C(=NC(=N2)N)N)C3=CC=C(C=C3)C(=O)NC(CCC(=O)O)C(=O)O. Drug 2: C(CN)CNCCSP(=O)(O)O. Cell line: MDA-MB-435. (3) Drug 1: CC1=C(C(CCC1)(C)C)C=CC(=CC=CC(=CC(=O)O)C)C. Drug 2: C1C(C(OC1N2C=NC3=C2NC=NCC3O)CO)O. Cell line: A498. Synergy scores: CSS=1.06, Synergy_ZIP=-1.24, Synergy_Bliss=-0.452, Synergy_Loewe=-0.798, Synergy_HSA=-0.187. (4) Drug 1: C1=NNC2=C1C(=O)NC=N2. Drug 2: CCC1(C2=C(COC1=O)C(=O)N3CC4=CC5=C(C=CC(=C5CN(C)C)O)N=C4C3=C2)O.Cl. Cell line: SK-MEL-2. Synergy scores: CSS=24.9, Synergy_ZIP=8.79, Synergy_Bliss=9.16, Synergy_Loewe=-19.9, Synergy_HSA=3.19. (5) Drug 1: CC1CCC2CC(C(=CC=CC=CC(CC(C(=O)C(C(C(=CC(C(=O)CC(OC(=O)C3CCCCN3C(=O)C(=O)C1(O2)O)C(C)CC4CCC(C(C4)OC)O)C)C)O)OC)C)C)C)OC. Drug 2: COC1=C2C(=CC3=C1OC=C3)C=CC(=O)O2. Cell line: SK-MEL-5. Synergy scores: CSS=6.43, Synergy_ZIP=-2.87, Synergy_Bliss=-4.92, Synergy_Loewe=-15.5, Synergy_HSA=-6.88. (6) Drug 1: CC1C(C(CC(O1)OC2CC(CC3=C2C(=C4C(=C3O)C(=O)C5=C(C4=O)C(=CC=C5)OC)O)(C(=O)C)O)N)O.Cl. Drug 2: CC12CCC3C(C1CCC2OP(=O)(O)O)CCC4=C3C=CC(=C4)OC(=O)N(CCCl)CCCl.[Na+]. Cell line: LOX IMVI. Synergy scores: CSS=5.62, Synergy_ZIP=-12.2, Synergy_Bliss=-13.3, Synergy_Loewe=-10.0, Synergy_HSA=-9.21. (7) Drug 1: C1C(C(OC1N2C=C(C(=O)NC2=O)F)CO)O. Drug 2: CC1=C(C=C(C=C1)C(=O)NC2=CC(=CC(=C2)C(F)(F)F)N3C=C(N=C3)C)NC4=NC=CC(=N4)C5=CN=CC=C5. Cell line: U251. Synergy scores: CSS=17.5, Synergy_ZIP=-4.85, Synergy_Bliss=-0.694, Synergy_Loewe=0.504, Synergy_HSA=0.900. (8) Drug 1: C1=CN(C=N1)CC(O)(P(=O)(O)O)P(=O)(O)O. Drug 2: CC(C)(C#N)C1=CC(=CC(=C1)CN2C=NC=N2)C(C)(C)C#N. Cell line: ACHN. Synergy scores: CSS=0.438, Synergy_ZIP=3.16, Synergy_Bliss=4.41, Synergy_Loewe=-0.145, Synergy_HSA=-0.128. (9) Drug 1: C1CN1P(=S)(N2CC2)N3CC3. Drug 2: CS(=O)(=O)CCNCC1=CC=C(O1)C2=CC3=C(C=C2)N=CN=C3NC4=CC(=C(C=C4)OCC5=CC(=CC=C5)F)Cl. Cell line: LOX IMVI. Synergy scores: CSS=7.57, Synergy_ZIP=-2.31, Synergy_Bliss=0.438, Synergy_Loewe=-8.31, Synergy_HSA=-7.42.